This data is from Forward reaction prediction with 1.9M reactions from USPTO patents (1976-2016). The task is: Predict the product of the given reaction. (1) Given the reactants [NH:1]1[C:9]2[C:4](=[CH:5][CH:6]=[CH:7][CH:8]=2)[C:3]([CH2:10][CH2:11][CH2:12][NH-:13])=[CH:2]1.[H-].[Al+3].[Li+].[H-].[H-].[H-], predict the reaction product. The product is: [NH:1]1[C:9]2[C:4](=[CH:5][CH:6]=[CH:7][CH:8]=2)[C:3]([CH2:10][CH2:11][CH2:12][NH2:13])=[CH:2]1. (2) The product is: [OH2:21].[F:1][C:2]1[CH:3]=[CH:4][C:5]([C:8]2[NH:9][N:10]=[C:11]([C:19]([OH:21])=[O:26])[C:12]=2[C:13]2[CH:18]=[CH:17][N:16]=[CH:15][CH:14]=2)=[CH:6][CH:7]=1. Given the reactants [F:1][C:2]1[CH:7]=[CH:6][C:5]([C:8]2[C:12]([C:13]3[CH:18]=[CH:17][N:16]=[CH:15][CH:14]=3)=[C:11]([CH3:19])[NH:10][N:9]=2)=[CH:4][CH:3]=1.[Mn]([O-])(=O)(=O)=[O:21].[K+].[OH2:26], predict the reaction product. (3) Given the reactants I[C:2]1[CH:3]=[C:4]([N:11]2[CH2:16][CH2:15][CH2:14][CH2:13][CH2:12]2)[CH:5]=[C:6]([N+:8]([O-:10])=[O:9])[CH:7]=1.[F:17][C:18]1[CH:23]=[C:22]([F:24])[CH:21]=[CH:20][C:19]=1B(O)O.C([O-])([O-])=O.[Na+].[Na+], predict the reaction product. The product is: [F:17][C:18]1[CH:23]=[C:22]([F:24])[CH:21]=[CH:20][C:19]=1[C:2]1[CH:7]=[C:6]([N+:8]([O-:10])=[O:9])[CH:5]=[C:4]([N:11]2[CH2:16][CH2:15][CH2:14][CH2:13][CH2:12]2)[CH:3]=1. (4) Given the reactants [CH2:1]([N:5]([CH2:7][C:8]1[N:13]([CH2:14][CH2:15][C:16]2[CH:28]=[CH:27][C:19]([C:20]([O:22]C(C)(C)C)=[O:21])=[CH:18][CH:17]=2)[C:12](=[O:29])[C:11]([Cl:30])=[CH:10][C:9]=1[Cl:31])[CH3:6])[CH2:2][CH2:3][CH3:4].C(OCC)(=O)C.Cl, predict the reaction product. The product is: [CH2:1]([N:5]([CH2:7][C:8]1[N:13]([CH2:14][CH2:15][C:16]2[CH:17]=[CH:18][C:19]([C:20]([OH:22])=[O:21])=[CH:27][CH:28]=2)[C:12](=[O:29])[C:11]([Cl:30])=[CH:10][C:9]=1[Cl:31])[CH3:6])[CH2:2][CH2:3][CH3:4]. (5) The product is: [Cl:10][C:11]1[CH:12]=[CH:13][C:14]([C:17]2[N:18]=[C:7]([C:3]3[S:4][CH:5]=[CH:6][C:2]=3[Cl:1])[NH:20][N:19]=2)=[CH:15][CH:16]=1. Given the reactants [Cl:1][C:2]1[CH:6]=[CH:5][S:4][C:3]=1[C:7](Cl)=O.[Cl:10][C:11]1[CH:16]=[CH:15][C:14]([C:17]([NH:19][NH2:20])=[NH:18])=[CH:13][CH:12]=1, predict the reaction product. (6) Given the reactants C[O:2][C:3](=[O:39])[CH2:4][O:5][C:6]1[CH:15]=[CH:14][C:13]([F:16])=[C:12]2[C:7]=1[C:8]([O:35][CH:36]([F:38])[F:37])=[C:9]([CH2:19][C:20]1[CH:25]=[CH:24][C:23]([S:26]([N:29]3[CH2:34][CH2:33][O:32][CH2:31][CH2:30]3)(=[O:28])=[O:27])=[CH:22][CH:21]=1)[C:10]([CH2:17][CH3:18])=[N:11]2.[OH-].[Li+], predict the reaction product. The product is: [F:38][CH:36]([F:37])[O:35][C:8]1[C:7]2[C:12](=[C:13]([F:16])[CH:14]=[CH:15][C:6]=2[O:5][CH2:4][C:3]([OH:39])=[O:2])[N:11]=[C:10]([CH2:17][CH3:18])[C:9]=1[CH2:19][C:20]1[CH:21]=[CH:22][C:23]([S:26]([N:29]2[CH2:30][CH2:31][O:32][CH2:33][CH2:34]2)(=[O:27])=[O:28])=[CH:24][CH:25]=1. (7) Given the reactants Cl[CH2:2][C:3]([N:5]([CH:14]1[CH2:17][CH2:16][CH2:15]1)[C:6]1[CH:11]=[CH:10][CH:9]=[C:8]([O:12][CH3:13])[N:7]=1)=[O:4].C1(C2C=CC=CC=2)C=CC=CC=1P(C(C)(C)C)C(C)(C)C.CCN(CC)CC, predict the reaction product. The product is: [CH:14]1([N:5]2[C:6]3=[N:7][C:8]([O:12][CH3:13])=[CH:9][CH:10]=[C:11]3[CH2:2][C:3]2=[O:4])[CH2:17][CH2:16][CH2:15]1. (8) Given the reactants C(OC([NH:8][CH2:9][CH2:10][CH2:11][CH2:12][C@H:13]([NH:21][S:22](=[O:47])(=[O:46])[NH:23][C@@H:24]1[CH2:39][C:38]2=[CH:40][CH:41]=[C:35]([CH:36]=[CH:37]2)[O:34][CH2:33][CH2:32][CH2:31][CH2:30][O:29][CH2:28][C@H:27]([CH:42]([CH3:44])[CH3:43])[NH:26][C:25]1=[O:45])[C:14]([O:16]C(C)(C)C)=[O:15])=O)(C)(C)C, predict the reaction product. The product is: [NH2:8][CH2:9][CH2:10][CH2:11][CH2:12][C@H:13]([NH:21][S:22](=[O:46])(=[O:47])[NH:23][C@@H:24]1[CH2:39][C:38]2=[CH:37][CH:36]=[C:35]([CH:41]=[CH:40]2)[O:34][CH2:33][CH2:32][CH2:31][CH2:30][O:29][CH2:28][C@H:27]([CH:42]([CH3:44])[CH3:43])[NH:26][C:25]1=[O:45])[C:14]([OH:16])=[O:15].